Dataset: Peptide-MHC class I binding affinity with 185,985 pairs from IEDB/IMGT. Task: Regression. Given a peptide amino acid sequence and an MHC pseudo amino acid sequence, predict their binding affinity value. This is MHC class I binding data. The peptide sequence is LEMNDAPTA. The MHC is HLA-B57:01 with pseudo-sequence HLA-B57:01. The binding affinity (normalized) is 0.0847.